The task is: Predict the reactants needed to synthesize the given product.. This data is from Full USPTO retrosynthesis dataset with 1.9M reactions from patents (1976-2016). (1) Given the product [CH3:1][O:2][C:3](=[O:41])[C:4]1[CH:5]=[CH:6][C:7]([NH:10][CH2:11][CH2:12][C:13]2[C:21]3[C:16](=[CH:17][CH:18]=[C:19]([Cl:22])[CH:20]=3)[N:15]([CH:23]([C:30]3[CH:31]=[CH:32][CH:33]=[CH:34][CH:35]=3)[C:24]3[CH:29]=[CH:28][CH:27]=[CH:26][CH:25]=3)[C:14]=2[CH2:36][CH2:37][NH2:38])=[CH:8][CH:9]=1, predict the reactants needed to synthesize it. The reactants are: [CH3:1][O:2][C:3](=[O:41])[C:4]1[CH:9]=[CH:8][C:7]([NH:10][CH2:11][CH2:12][C:13]2[C:21]3[C:16](=[CH:17][CH:18]=[C:19]([Cl:22])[CH:20]=3)[N:15]([CH:23]([C:30]3[CH:35]=[CH:34][CH:33]=[CH:32][CH:31]=3)[C:24]3[CH:29]=[CH:28][CH:27]=[CH:26][CH:25]=3)[C:14]=2[CH2:36][CH2:37][N:38]=[N+]=[N-])=[CH:6][CH:5]=1.C1C=CC(P(C2C=CC=CC=2)C2C=CC=CC=2)=CC=1.O. (2) Given the product [C:1]([N:8]([CH2:13][C:14]([OH:16])=[O:15])[CH2:9][C:10]([OH:12])=[O:11])(=[O:3])[CH3:2], predict the reactants needed to synthesize it. The reactants are: [C:1](N)(=[O:3])[CH3:2].C=O.O.[NH:8]([CH2:13][C:14]([OH:16])=[O:15])[CH2:9][C:10]([OH:12])=[O:11].C(NCC(O)=O)(=O)C. (3) Given the product [Cl:18][C:19]1[CH:24]=[C:23]([N:7]2[CH:6]3[CH:4]([CH2:5]3)[N:3]([C:8]([O:10][CH2:11][C:12]3[CH:17]=[CH:16][CH:15]=[CH:14][CH:13]=3)=[O:9])[C:2]2=[O:1])[CH:22]=[CH:21][N:20]=1, predict the reactants needed to synthesize it. The reactants are: [O:1]=[C:2]1[NH:7][CH:6]2[CH:4]([CH2:5]2)[N:3]1[C:8]([O:10][CH2:11][C:12]1[CH:17]=[CH:16][CH:15]=[CH:14][CH:13]=1)=[O:9].[Cl:18][C:19]1[CH:24]=[C:23](I)[CH:22]=[CH:21][N:20]=1.CC1(C)C2C(=C(P(C3C=CC=CC=3)C3C=CC=CC=3)C=CC=2)OC2C(P(C3C=CC=CC=3)C3C=CC=CC=3)=CC=CC1=2.C(=O)([O-])[O-].[Cs+].[Cs+]. (4) Given the product [F:17][C:12]1[CH:13]=[CH:14][CH:15]=[C:16]2[C:11]=1[C:10]([NH2:18])=[N:9][C:8]2([C:6]1[CH:7]=[C:2]([C:34]2[CH:35]=[N:30][CH:31]=[N:32][CH:33]=2)[CH:3]=[CH:4][C:5]=1[F:29])[C:19]1[CH:24]=[CH:23][N:22]=[C:21]([C:25]([F:26])([F:27])[F:28])[CH:20]=1, predict the reactants needed to synthesize it. The reactants are: Br[C:2]1[CH:3]=[CH:4][C:5]([F:29])=[C:6]([C:8]2([C:19]3[CH:24]=[CH:23][N:22]=[C:21]([C:25]([F:28])([F:27])[F:26])[CH:20]=3)[C:16]3[C:11](=[C:12]([F:17])[CH:13]=[CH:14][CH:15]=3)[C:10]([NH2:18])=[N:9]2)[CH:7]=1.[N:30]1[CH:35]=[C:34](B(O)O)[CH:33]=[N:32][CH:31]=1. (5) Given the product [CH2:29]([O:14][C@H:13]1[C@H:9]([NH:8][C:6]([O:5][C:1]([CH3:4])([CH3:2])[CH3:3])=[O:7])[CH2:10][N:11]([C:15]([O:17][CH2:18][C:19]2[CH:24]=[CH:23][CH:22]=[CH:21][CH:20]=2)=[O:16])[CH2:12]1)[CH:28]=[CH2:27], predict the reactants needed to synthesize it. The reactants are: [C:1]([O:5][C:6]([NH:8][C@H:9]1[C@H:13]([OH:14])[CH2:12][N:11]([C:15]([O:17][CH2:18][C:19]2[CH:24]=[CH:23][CH:22]=[CH:21][CH:20]=2)=[O:16])[CH2:10]1)=[O:7])([CH3:4])([CH3:3])[CH3:2].[H-].[Na+].[CH2:27](Br)[CH:28]=[CH2:29]. (6) Given the product [CH2:24]([C:21]1[CH:22]=[CH:23][C:18]([O:17][C@H:15]([CH3:16])[CH2:14][CH2:13][O:12][C:9]2[CH:10]=[CH:11][C:6]([CH2:5][CH2:4][C:3]([OH:34])=[O:2])=[C:7]([CH3:33])[CH:8]=2)=[C:19]([O:26][C:27]2[CH:28]=[CH:29][CH:30]=[CH:31][CH:32]=2)[CH:20]=1)[CH3:25], predict the reactants needed to synthesize it. The reactants are: C[O:2][C:3](=[O:34])[CH2:4][CH2:5][C:6]1[CH:11]=[CH:10][C:9]([O:12][CH2:13][CH2:14][C@H:15]([O:17][C:18]2[CH:23]=[CH:22][C:21]([CH2:24][CH3:25])=[CH:20][C:19]=2[O:26][C:27]2[CH:32]=[CH:31][CH:30]=[CH:29][CH:28]=2)[CH3:16])=[CH:8][C:7]=1[CH3:33].[OH-].[Na+].Cl. (7) The reactants are: Cl.Cl.Cl.[O:4]1[C:8]2[CH:9]=[CH:10][CH:11]=[C:12]([N:13]3[CH2:18][CH2:17][N:16]([CH2:19][CH2:20][C@H:21]4[CH2:26][CH2:25][C@H:24]([NH2:27])[CH2:23][CH2:22]4)[CH2:15][CH2:14]3)[C:7]=2[O:6][CH2:5]1.[CH3:28][O:29][C@H:30]1[CH2:35][CH2:34][C@H:33]([CH2:36][C:37](O)=[O:38])[CH2:32][CH2:31]1. Given the product [O:4]1[C:8]2[CH:9]=[CH:10][CH:11]=[C:12]([N:13]3[CH2:18][CH2:17][N:16]([CH2:19][CH2:20][CH:21]4[CH2:26][CH2:25][CH:24]([NH:27][C:37](=[O:38])[CH2:36][C@H:33]5[CH2:34][CH2:35][C@H:30]([O:29][CH3:28])[CH2:31][CH2:32]5)[CH2:23][CH2:22]4)[CH2:15][CH2:14]3)[C:7]=2[O:6][CH2:5]1, predict the reactants needed to synthesize it.